Dataset: Catalyst prediction with 721,799 reactions and 888 catalyst types from USPTO. Task: Predict which catalyst facilitates the given reaction. (1) Reactant: C(OC([N:8]1[CH2:13][C@H:12]([O:14][CH2:15][C:16]2[CH:25]=[C:24]([O:26][CH3:27])[C:23]3[C:18](=[CH:19][CH:20]=[CH:21][CH:22]=3)[CH:17]=2)[C@@H:11]([C:28]2[CH:33]=[CH:32][C:31]([O:34][CH2:35][CH2:36][CH2:37][O:38][C:39]3[CH:44]=[CH:43][CH:42]=[CH:41][C:40]=3[N+:45]([O-:47])=[O:46])=[CH:30][CH:29]=2)[C@H:10]([O:48][CH2:49][C@H:50]([OH:57])[CH2:51][N:52]2[CH:56]=[CH:55][N:54]=[CH:53]2)[CH2:9]1)=O)(C)(C)C.Cl. Product: [N:52]1([CH2:51][C@@H:50]([OH:57])[CH2:49][O:48][C@H:10]2[C@H:11]([C:28]3[CH:33]=[CH:32][C:31]([O:34][CH2:35][CH2:36][CH2:37][O:38][C:39]4[CH:44]=[CH:43][CH:42]=[CH:41][C:40]=4[N+:45]([O-:47])=[O:46])=[CH:30][CH:29]=3)[C@@H:12]([O:14][CH2:15][C:16]3[CH:25]=[C:24]([O:26][CH3:27])[C:23]4[C:18](=[CH:19][CH:20]=[CH:21][CH:22]=4)[CH:17]=3)[CH2:13][NH:8][CH2:9]2)[CH:56]=[CH:55][N:54]=[CH:53]1. The catalyst class is: 5. (2) The catalyst class is: 2. Product: [CH3:28][C:27]([O:26][C@@H:5]1[CH2:6][C:7]2[C@@:2]([CH3:1])([C@@H:11]3[C@@H:10]([CH2:9][CH:8]=2)[C@@H:15]2[CH2:16][CH:17]=[C:18]([C:19]4[CH:20]=[CH:21][CH:22]=[N:23][CH:24]=4)[C@@:14]2([CH3:25])[CH2:13][CH2:12]3)[CH2:3][CH2:4]1)=[O:29]. Reactant: [CH3:1][C@@:2]12[C@H:11]3[CH2:12][CH2:13][C@:14]4([CH3:25])[C:18]([C:19]5[CH:20]=[CH:21][CH:22]=[N:23][CH:24]=5)=[CH:17][CH2:16][C@H:15]4[C@@H:10]3[CH2:9][CH:8]=[C:7]1[CH2:6][C@@H:5]([OH:26])[CH2:4][CH2:3]2.[C:27](OC(=O)C)(=[O:29])[CH3:28].C(N(CC)CC)C. (3) Reactant: [F:1][CH2:2][CH2:3]O.[F:5][C:6]1[C:13]([OH:14])=[CH:12][CH:11]=[C:10]([F:15])[C:7]=1[CH:8]=[O:9].C(N(CC)C(C)C)(C)C.O(S(C(F)(F)F)(=O)=O)S(C(F)(F)F)(=O)=O. Product: [F:5][C:6]1[C:13]([O:14][CH2:3][CH2:2][F:1])=[CH:12][CH:11]=[C:10]([F:15])[C:7]=1[CH:8]=[O:9]. The catalyst class is: 2.